From a dataset of Reaction yield outcomes from USPTO patents with 853,638 reactions. Predict the reaction yield, written as a fraction of the theoretical maximum amount of product (1.0 means a 100% yield; for example, 0.34 means a 34% yield). (1) The reactants are [Cl:1][C:2]1[CH:3]=[C:4]([NH:9][C:10]([C:12]2[C:16]([CH2:17][OH:18])=[N:15][O:14][N:13]=2)=[O:11])[CH:5]=[CH:6][C:7]=1[F:8].CC(OI1(OC(C)=O)(OC(C)=O)OC(=O)C2C=CC=CC1=2)=O. The catalyst is C(Cl)Cl.C(=O)(O)[O-].[Na+]. The product is [Cl:1][C:2]1[CH:3]=[C:4]([NH:9][C:10]([C:12]2[C:16]([CH:17]=[O:18])=[N:15][O:14][N:13]=2)=[O:11])[CH:5]=[CH:6][C:7]=1[F:8]. The yield is 0.890. (2) The reactants are C([O:5][C:6]([C@H:8]([N:10]1[C:15](=[O:16])[C@H:14]([OH:17])[C@H:13]([OH:18])[CH2:12][O:11]1)[CH3:9])=[O:7])(C)(C)C. The catalyst is C(Cl)Cl.FC(F)(F)C(O)=O. The product is [C:6]([C@H:8]([N:10]1[C:15](=[O:16])[C@H:14]([OH:17])[C@H:13]([OH:18])[CH2:12][O:11]1)[CH3:9])([OH:7])=[O:5]. The yield is 0.800.